Binary classification across 12 toxicity assays. From a dataset of Tox21: 12 toxicity assays (nuclear receptors and stress response pathways). (1) The drug is CC1=C(C)S(=O)(=O)CCS1(=O)=O. It tested positive (active) for: NR-Aromatase (Aromatase enzyme inhibition), NR-PPAR-gamma (PPAR-gamma nuclear receptor agonist), and SR-ARE (Antioxidant Response Element (oxidative stress)). (2) The molecule is CN1CCCN(C(c2ccccc2)c2ccc(Cl)cc2)CC1. It tested positive (active) for: SR-ARE (Antioxidant Response Element (oxidative stress)). (3) The molecule is C#CC(C)N(C)C(=O)Nc1ccc(Cl)cc1. It tested positive (active) for: NR-AhR (Aryl hydrocarbon Receptor agonist activity). (4) It tested positive (active) for: SR-MMP (Mitochondrial Membrane Potential disruption). The drug is CCOC(=O)C(C)OC(=O)c1cc(Oc2ccc(C(F)(F)F)cc2Cl)ccc1[N+](=O)[O-].